This data is from Catalyst prediction with 721,799 reactions and 888 catalyst types from USPTO. The task is: Predict which catalyst facilitates the given reaction. (1) Reactant: [CH3:1][O:2][C:3]1[N:4]=[C:5]2[C:10](=[CH:11][CH:12]=1)[N:9]=[CH:8][CH:7]=[C:6]2[C:13]1[CH:14]=[CH:15][C:16]([CH2:19][CH2:20][NH:21]C(=O)OC(C)(C)C)=[N:17][CH:18]=1.[ClH:29]. Product: [ClH:29].[CH3:1][O:2][C:3]1[N:4]=[C:5]2[C:10](=[CH:11][CH:12]=1)[N:9]=[CH:8][CH:7]=[C:6]2[C:13]1[CH:14]=[CH:15][C:16]([CH2:19][CH2:20][NH2:21])=[N:17][CH:18]=1. The catalyst class is: 523. (2) Reactant: [CH2:1]([N:8]1[CH:12]=[C:11]([C:13]2[CH:19]=[CH:18][C:16]([NH2:17])=[CH:15][C:14]=2[O:20][CH:21]([F:23])[F:22])[CH:10]=[N:9]1)[C:2]1[CH:7]=[CH:6][CH:5]=[CH:4][CH:3]=1.[C:24]([O:28][C:29]([NH:31][C@H:32]([CH2:36][CH:37]([CH3:39])[CH3:38])[C:33](O)=[O:34])=[O:30])([CH3:27])([CH3:26])[CH3:25].C(N(CC)C(C)C)(C)C.C([O-])(O)=O.[Na+]. Product: [CH2:1]([N:8]1[CH:12]=[C:11]([C:13]2[CH:19]=[CH:18][C:16]([NH:17][C:33](=[O:34])[C@H:32]([NH:31][C:29](=[O:30])[O:28][C:24]([CH3:27])([CH3:26])[CH3:25])[CH2:36][CH:37]([CH3:39])[CH3:38])=[CH:15][C:14]=2[O:20][CH:21]([F:23])[F:22])[CH:10]=[N:9]1)[C:2]1[CH:3]=[CH:4][CH:5]=[CH:6][CH:7]=1. The catalyst class is: 4. (3) Reactant: [N:1]12[CH2:8][CH2:7][C:4]([C:9]([C:16]3[S:17][CH:18]=[CH:19][CH:20]=3)([C:11]3[S:12][CH:13]=[CH:14][CH:15]=3)[OH:10])([CH2:5][CH2:6]1)[CH2:3][CH2:2]2.[C:21]1([O:27][CH2:28][CH2:29][CH2:30][Br:31])[CH:26]=[CH:25][CH:24]=[CH:23][CH:22]=1. Product: [Br-:31].[OH:10][C:9]([C:16]1[S:17][CH:18]=[CH:19][CH:20]=1)([C:11]1[S:12][CH:13]=[CH:14][CH:15]=1)[C:4]12[CH2:5][CH2:6][N+:1]([CH2:30][CH2:29][CH2:28][O:27][C:21]3[CH:26]=[CH:25][CH:24]=[CH:23][CH:22]=3)([CH2:8][CH2:7]1)[CH2:2][CH2:3]2. The catalyst class is: 5. (4) Reactant: [F:1][C:2]1[C:3]([NH2:8])=[N:4][CH:5]=[CH:6][CH:7]=1.[Br:9]N1C(=O)CCC1=O.Cl[CH2:18][C:19](=O)[CH3:20]. Product: [Br:9][C:6]1[CH:7]=[C:2]([F:1])[C:3]2[N:4]([CH:18]=[C:19]([CH3:20])[N:8]=2)[CH:5]=1. The catalyst class is: 23. (5) Reactant: C[Si](C)(C)[N-][Si](C)(C)C.[Na+].[Cl-].[CH3:12][O:13]C[P+](C1C=CC=CC=1)(C1C=CC=CC=1)C1C=CC=CC=1.[N:34]1[CH:39]=[CH:38][CH:37]=[N:36][C:35]=1[C:40]1[CH:47]=[CH:46][C:43]([CH:44]=O)=[CH:42][CH:41]=1.Cl.C([O-])([O-])=O.[Na+].[Na+]. Product: [N:34]1[CH:39]=[CH:38][CH:37]=[N:36][C:35]=1[C:40]1[CH:47]=[CH:46][C:43]([CH2:44][CH:12]=[O:13])=[CH:42][CH:41]=1. The catalyst class is: 1.